This data is from Reaction yield outcomes from USPTO patents with 853,638 reactions. The task is: Predict the reaction yield, written as a fraction of the theoretical maximum amount of product (1.0 means a 100% yield; for example, 0.34 means a 34% yield). (1) The reactants are F[C:2]1[CH:7]=[CH:6][CH:5]=[CH:4][C:3]=1[NH:8][C:9](=[S:34])[NH:10][C:11]1[CH:16]=[CH:15][C:14]([C:17]2[CH:25]=[C:24]3[C:20]([CH2:21][N:22]([C@@H:27]([CH:31]([CH3:33])[CH3:32])[C:28]([OH:30])=[O:29])[C:23]3=[O:26])=[CH:19][CH:18]=2)=[CH:13][CH:12]=1.[Cl:35]C1C=CC(NC(=S)NC2C=CC(C3C=C4C(CN([C@@H](C(C)C)C(OC)=O)C4=O)=CC=3)=CC=2)=CC=1. No catalyst specified. The product is [Cl:35][C:7]1[CH:2]=[C:3]([NH:8][C:9](=[S:34])[NH:10][C:11]2[CH:16]=[CH:15][C:14]([C:17]3[CH:25]=[C:24]4[C:20]([CH2:21][N:22]([C@@H:27]([CH:31]([CH3:33])[CH3:32])[C:28]([OH:30])=[O:29])[C:23]4=[O:26])=[CH:19][CH:18]=3)=[CH:13][CH:12]=2)[CH:4]=[CH:5][CH:6]=1. The yield is 0.860. (2) The reactants are [CH3:1][C:2]([C:7]1[NH:8][C:9]2[C:14]([CH:15]=1)=[CH:13][C:12]([N+:16]([O-:18])=[O:17])=[CH:11][CH:10]=2)([CH3:6])[C:3]([NH2:5])=O.Cl. The catalyst is C1COCC1. The product is [CH3:6][C:2]([C:7]1[NH:8][C:9]2[C:14]([CH:15]=1)=[CH:13][C:12]([N+:16]([O-:18])=[O:17])=[CH:11][CH:10]=2)([CH3:1])[CH2:3][NH2:5]. The yield is 0.430. (3) The yield is 1.00. The product is [CH2:1]([N:8]1[CH2:13][CH2:12][CH:11]([N:14]2[C:15]3[N:16]=[C:17]([Cl:28])[N:18]=[C:19]([N:22]4[CH2:23][CH2:24][O:25][CH2:26][CH2:27]4)[C:20]=3[N:21]=[N:29]2)[CH2:10][CH2:9]1)[C:2]1[CH:3]=[CH:4][CH:5]=[CH:6][CH:7]=1. No catalyst specified. The reactants are [CH2:1]([N:8]1[CH2:13][CH2:12][CH:11]([NH:14][C:15]2[C:20]([NH2:21])=[C:19]([N:22]3[CH2:27][CH2:26][O:25][CH2:24][CH2:23]3)[N:18]=[C:17]([Cl:28])[N:16]=2)[CH2:10][CH2:9]1)[C:2]1[CH:7]=[CH:6][CH:5]=[CH:4][CH:3]=1.[N:29]([O-])=O.[Na+]. (4) The reactants are [C:1]([O:5][C:6](=[O:20])[N:7]([CH2:13][C:14]1[CH:19]=[CH:18][CH:17]=[CH:16][CH:15]=1)[CH2:8][CH2:9][CH2:10][CH2:11]O)([CH3:4])([CH3:3])[CH3:2].C(N1C=CN=C1)(N1C=CN=C1)=O.[I:33]C. The catalyst is C(#N)C.C(OCC)C. The product is [CH2:13]([N:7]([C:6]([O:5][C:1]([CH3:4])([CH3:3])[CH3:2])=[O:20])[CH2:8][CH2:9][CH2:10][CH2:11][I:33])[C:14]1[CH:19]=[CH:18][CH:17]=[CH:16][CH:15]=1. The yield is 0.530. (5) The reactants are [NH2:1][C:2]1[CH:10]=[CH:9][C:8]([Br:11])=[CH:7][C:3]=1C(O)=O.[CH3:12][Mg]Br.CC[O:17][CH2:18][CH3:19].Cl.[OH-].[Na+]. The catalyst is C1COCC1.C(OCC)(=O)C. The product is [NH2:1][C:2]1[CH:10]=[CH:9][C:8]([Br:11])=[CH:7][C:3]=1[C:18]([OH:17])([CH3:19])[CH3:12]. The yield is 0.570. (6) The catalyst is CS(C)=O. The reactants are [CH3:1][O:2][C:3]([C:5]1[CH:16]=[CH:15][C:8]2[N:9]([CH2:12][CH2:13]Cl)[CH:10]=[N:11][C:7]=2[CH:6]=1)=[O:4].[N-:17]=[N+:18]=[N-:19].[Na+]. The product is [CH3:1][O:2][C:3]([C:5]1[CH:16]=[CH:15][C:8]2[N:9]([CH2:12][CH2:13][N:17]=[N+:18]=[N-:19])[CH:10]=[N:11][C:7]=2[CH:6]=1)=[O:4]. The yield is 0.910.